Dataset: Full USPTO retrosynthesis dataset with 1.9M reactions from patents (1976-2016). Task: Predict the reactants needed to synthesize the given product. Given the product [N+:13]([C:9]1[N:8]([CH2:7][C:6]([OH:16])=[O:5])[CH:12]=[CH:11][N:10]=1)([O-:15])=[O:14], predict the reactants needed to synthesize it. The reactants are: C([O:5][C:6](=[O:16])[CH2:7][N:8]1[CH:12]=[CH:11][N:10]=[C:9]1[N+:13]([O-:15])=[O:14])(C)(C)C.